Dataset: Full USPTO retrosynthesis dataset with 1.9M reactions from patents (1976-2016). Task: Predict the reactants needed to synthesize the given product. (1) Given the product [C:24]([N:21]1[CH2:22][CH2:23][C@H:19]([N:7]([CH:1]2[CH2:2][CH2:3][CH2:4][CH2:5][CH2:6]2)[C:8]([NH:10][C:11]2[S:12][C:13]([S:16][CH2:36][CH2:37][N:38]3[CH2:43][CH2:42][O:41][CH2:40][CH2:39]3)=[CH:14][N:15]=2)=[O:9])[CH2:20]1)(=[O:26])[CH3:25], predict the reactants needed to synthesize it. The reactants are: [CH:1]1([N:7]([C@H:19]2[CH2:23][CH2:22][N:21]([C:24](=[O:26])[CH3:25])[CH2:20]2)[C:8]([NH:10][C:11]2[S:12][C:13]([S:16]C#N)=[CH:14][N:15]=2)=[O:9])[CH2:6][CH2:5][CH2:4][CH2:3][CH2:2]1.SC[C@@H]([C@@H](CS)O)O.Cl[CH2:36][CH2:37][N:38]1[CH2:43][CH2:42][O:41][CH2:40][CH2:39]1. (2) Given the product [CH3:47][N:46]([CH2:45][C@@H:44]1[CH2:43][C:42]2[C:37](=[CH:38][CH:39]=[CH:40][CH:41]=2)[CH2:36][N:35]1[C:33]([C:32]1[CH:31]=[C:30]2[C:25]([CH2:26][CH2:27][N:28]([C:49](=[O:57])[CH2:50][C:51]3[CH:56]=[CH:55][CH:54]=[CH:53][CH:52]=3)[CH2:29]2)=[CH:24][C:23]=1[C:21]1[N:20]([CH3:58])[C:19]([CH3:59])=[C:18]([C:16]([N:15]([C:12]2[CH:11]=[CH:10][C:9]([OH:8])=[CH:14][CH:13]=2)[CH3:60])=[O:17])[CH:22]=1)=[O:34])[CH3:48], predict the reactants needed to synthesize it. The reactants are: C([O:8][C:9]1[CH:14]=[CH:13][C:12]([N:15]([CH3:60])[C:16]([C:18]2[CH:22]=[C:21]([C:23]3[CH:24]=[C:25]4[C:30](=[CH:31][C:32]=3[C:33]([N:35]3[C@H:44]([CH2:45][N:46]([CH3:48])[CH3:47])[CH2:43][C:42]5[C:37](=[CH:38][CH:39]=[CH:40][CH:41]=5)[CH2:36]3)=[O:34])[CH2:29][N:28]([C:49](=[O:57])[CH2:50][C:51]3[CH:56]=[CH:55][CH:54]=[CH:53][CH:52]=3)[CH2:27][CH2:26]4)[N:20]([CH3:58])[C:19]=2[CH3:59])=[O:17])=[CH:11][CH:10]=1)C1C=CC=CC=1. (3) Given the product [CH3:18][Si:19]([CH3:21])([CH3:20])[CH2:22][CH2:23][O:24][CH2:25][N:1]1[CH:5]=[CH:4][N:3]=[C:2]1[C:6](=[O:8])[CH3:7], predict the reactants needed to synthesize it. The reactants are: [NH:1]1[CH:5]=[CH:4][N:3]=[C:2]1[C:6](=[O:8])[CH3:7].CCN(C(C)C)C(C)C.[CH3:18][Si:19]([CH2:22][CH2:23][O:24][CH2:25]Cl)([CH3:21])[CH3:20].C(=O)(O)[O-].[Na+]. (4) Given the product [CH3:1][N:2]([CH2:10][C:11]1[O:12][C:13]([C:23]2[CH:28]=[CH:27][CH:26]=[CH:25][C:24]=2[CH3:29])=[C:14]([S:41]([C:31]2[CH:36]=[CH:35][CH:34]=[CH:33][CH:32]=2)(=[O:45])=[O:43])[CH:15]=1)[C:3](=[O:9])[O:4][C:5]([CH3:8])([CH3:7])[CH3:6], predict the reactants needed to synthesize it. The reactants are: [CH3:1][N:2]([CH2:10][C:11]1[O:12][C:13]([C:23]2[CH:28]=[CH:27][CH:26]=[CH:25][C:24]=2[CH3:29])=[C:14](SC2C=CC=CC=2)[CH:15]=1)[C:3](=[O:9])[O:4][C:5]([CH3:8])([CH3:7])[CH3:6].Cl[C:31]1[CH:36]=[CH:35][CH:34]=[C:33](C(OO)=O)[CH:32]=1.[S:41]([O-:45])([O-])(=[O:43])=S.[Na+].[Na+]. (5) Given the product [CH2:25]([O:27][C:28]([C:30]1([C:33]2[CH:38]=[CH:37][C:36]([C:2]3[CH:7]=[CH:6][C:5]([C:8]4[O:12][N:11]=[C:10]([CH3:13])[C:9]=4[CH:14]=[CH:15][CH2:16][CH:17]([C:19]4[CH:24]=[CH:23][CH:22]=[CH:21][CH:20]=4)[CH3:18])=[CH:4][CH:3]=3)=[CH:35][CH:34]=2)[CH2:31][CH2:32]1)=[O:29])[CH3:26], predict the reactants needed to synthesize it. The reactants are: Br[C:2]1[CH:7]=[CH:6][C:5]([C:8]2[O:12][N:11]=[C:10]([CH3:13])[C:9]=2[CH:14]=[CH:15][CH2:16][CH:17]([C:19]2[CH:24]=[CH:23][CH:22]=[CH:21][CH:20]=2)[CH3:18])=[CH:4][CH:3]=1.[CH2:25]([O:27][C:28]([C:30]1([C:33]2[CH:38]=[CH:37][C:36](B3OC(C)(C)C(C)(C)O3)=[CH:35][CH:34]=2)[CH2:32][CH2:31]1)=[O:29])[CH3:26].